This data is from Full USPTO retrosynthesis dataset with 1.9M reactions from patents (1976-2016). The task is: Predict the reactants needed to synthesize the given product. (1) Given the product [NH:42]1[C:43]2[CH:48]=[CH:47][CH:46]=[CH:45][C:44]=2[N:49]=[C:12]1[CH:11]([NH:10][C:8](=[O:9])[O:7][C:3]([CH3:6])([CH3:5])[CH3:4])[CH2:15][C:16]1[CH:21]=[C:20]([F:22])[C:19]([O:23][CH3:24])=[C:18]([F:25])[CH:17]=1, predict the reactants needed to synthesize it. The reactants are: N#N.[C:3]([O:7][C:8]([NH:10][CH:11]([CH2:15][C:16]1[CH:21]=[C:20]([F:22])[C:19]([O:23][CH3:24])=[C:18]([F:25])[CH:17]=1)[C:12](O)=O)=[O:9])([CH3:6])([CH3:5])[CH3:4].C(N1CCOCC1)C.CN(C(O[N:42]1N=[N:49][C:44]2[CH:45]=[CH:46][CH:47]=[CH:48][C:43]1=2)=[N+](C)C)C.[B-](F)(F)(F)F.C1(N)C(N)=CC=CC=1. (2) Given the product [C:15]([C:14]1[C:9]([NH:8][CH2:7][CH2:6][OH:5])=[CH:10][C:11]([NH:17][C:18]([N:20]2[C:29]3[C:24](=[CH:25][C:26]([CH2:32][N:33]4[CH2:38][CH2:37][N:36]([CH3:39])[CH2:35][C:34]4=[O:40])=[C:27]([CH:30]=[O:31])[N:28]=3)[CH2:23][CH2:22][CH2:21]2)=[O:19])=[N:12][CH:13]=1)#[N:16], predict the reactants needed to synthesize it. The reactants are: C([O:5][CH2:6][CH2:7][NH:8][C:9]1[C:14]([C:15]#[N:16])=[CH:13][N:12]=[C:11]([NH:17][C:18]([N:20]2[C:29]3[C:24](=[CH:25][C:26]([CH2:32][N:33]4[CH2:38][CH2:37][N:36]([CH3:39])[CH2:35][C:34]4=[O:40])=[C:27]([CH:30]=[O:31])[N:28]=3)[CH2:23][CH2:22][CH2:21]2)=[O:19])[CH:10]=1)(C)(C)C.C(C(O)=O)(F)(F)F. (3) The reactants are: Cl.Cl.Cl.[NH2:4][CH:5]1[CH2:8][CH:7]([N:9]2[CH2:15][C:14]3=[C:16]([C:34]#[N:35])[C:17]([Cl:33])=[CH:18][C:19]([CH:20]([N:22]4[C:26]5=[N:27][CH:28]=[N:29][C:30]([NH2:31])=[C:25]5[C:24]([CH3:32])=[N:23]4)[CH3:21])=[C:13]3[O:12][CH:11]([CH3:36])[CH2:10]2)[CH2:6]1.C(N(CC)CC)C.[C:44](OC(=O)C)(=[O:46])[CH3:45]. Given the product [NH2:31][C:30]1[N:29]=[CH:28][N:27]=[C:26]2[N:22]([CH:20]([C:19]3[C:13]4[O:12][CH:11]([CH3:36])[CH2:10][N:9]([CH:7]5[CH2:6][CH:5]([NH:4][C:44](=[O:46])[CH3:45])[CH2:8]5)[CH2:15][C:14]=4[C:16]([C:34]#[N:35])=[C:17]([Cl:33])[CH:18]=3)[CH3:21])[N:23]=[C:24]([CH3:32])[C:25]=12, predict the reactants needed to synthesize it. (4) The reactants are: Br[CH2:2][C:3]1([CH3:22])[C@@:11]2([CH3:14])[CH2:12][CH2:13][C@@H:4]1[C:5]1[CH:6]=[C:7]([C:15]3[CH:20]=[CH:19][CH:18]=[CH:17][C:16]=3[F:21])[N:8]=[N:9][C:10]=12.[C:23]([O-:26])(=[O:25])[CH3:24].[Cs+]. Given the product [C:23]([O:26][CH2:2][C:3]1([CH3:22])[C@@:11]2([CH3:14])[CH2:12][CH2:13][C@@H:4]1[C:5]1[CH:6]=[C:7]([C:15]3[CH:20]=[CH:19][CH:18]=[CH:17][C:16]=3[F:21])[N:8]=[N:9][C:10]=12)(=[O:25])[CH3:24], predict the reactants needed to synthesize it. (5) Given the product [Cl:1][C:2]1[CH:7]=[CH:6][C:5]([C:8]2[C:9]([C:14]([NH:16][C:17]3[CH:22]=[CH:21][C:20]([NH:23][CH2:31][CH2:32][C:33]4[N:34]=[CH:35][S:36][CH:37]=4)=[CH:19][CH:18]=3)=[O:15])=[CH:10][CH:11]=[CH:12][CH:13]=2)=[CH:4][CH:3]=1, predict the reactants needed to synthesize it. The reactants are: [Cl:1][C:2]1[CH:7]=[CH:6][C:5]([C:8]2[CH:13]=[CH:12][CH:11]=[CH:10][C:9]=2[C:14]([NH:16][C:17]2[CH:22]=[CH:21][C:20]([N:23]([CH2:31][CH2:32][C:33]3[N:34]=[CH:35][S:36][CH:37]=3)C(=O)OC(C)(C)C)=[CH:19][CH:18]=2)=[O:15])=[CH:4][CH:3]=1.FC(F)(F)C(O)=O. (6) Given the product [F:53][C:50]([F:51])([F:52])[C:48]1[CH:47]=[C:5]([CH:4]=[C:3]([C:2]([F:1])([F:55])[F:54])[CH:49]=1)[C:6]([N:8]1[CH2:12][C@@:11]([CH2:20][CH2:21][N:22]2[CH2:23][CH2:24][C:25]3([C:35]4[C:30](=[CH:31][CH:32]=[CH:33][CH:34]=4)[CH2:29][C@@H:28]3[O:36][CH2:37][C:38]([N:40]([CH3:46])[CH2:41][CH2:42][CH2:43][N:44]([CH3:45])[C:63]([C:61]3[S:62][C:58]([CH:56]=[O:57])=[CH:59][CH:60]=3)=[O:65])=[O:39])[CH2:26][CH2:27]2)([C:13]2[CH:14]=[CH:15][C:16]([F:19])=[CH:17][CH:18]=2)[O:10][CH2:9]1)=[O:7], predict the reactants needed to synthesize it. The reactants are: [F:1][C:2]([F:55])([F:54])[C:3]1[CH:4]=[C:5]([CH:47]=[C:48]([C:50]([F:53])([F:52])[F:51])[CH:49]=1)[C:6]([N:8]1[CH2:12][C@@:11]([CH2:20][CH2:21][N:22]2[CH2:27][CH2:26][C:25]3([C:35]4[C:30](=[CH:31][CH:32]=[CH:33][CH:34]=4)[CH2:29][C@@H:28]3[O:36][CH2:37][C:38]([N:40]([CH3:46])[CH2:41][CH2:42][CH2:43][NH:44][CH3:45])=[O:39])[CH2:24][CH2:23]2)([C:13]2[CH:18]=[CH:17][C:16]([F:19])=[CH:15][CH:14]=2)[O:10][CH2:9]1)=[O:7].[CH:56]([C:58]1[S:62][C:61]([C:63]([OH:65])=O)=[CH:60][CH:59]=1)=[O:57].Cl.C(N=C=NCCCN(C)C)C.C(=O)([O-])O.[Na+]. (7) Given the product [CH3:3][O:4][C:5]([C:7]1[C:11]2[N:12]=[CH:13][N:14]([CH2:20][O:21][CH2:22][CH2:23][Si:24]([CH3:27])([CH3:26])[CH3:25])[C:15](=[O:16])[C:10]=2[N:9]([CH2:20][O:21][CH2:22][CH2:23][Si:24]([CH3:27])([CH3:26])[CH3:25])[CH:8]=1)=[O:6], predict the reactants needed to synthesize it. The reactants are: [H-].[Na+].[CH3:3][O:4][C:5]([C:7]1[C:11]2[N:12]=[CH:13][NH:14][C:15](=[O:16])[C:10]=2[NH:9][CH:8]=1)=[O:6].[H][H].Cl[CH2:20][O:21][CH2:22][CH2:23][Si:24]([CH3:27])([CH3:26])[CH3:25]. (8) Given the product [C:25]([C:22]1[CH:23]=[CH:24][C:19]([O:18][CH:13]2[C:14]([CH3:17])([CH3:16])[CH2:15][N:11]([CH2:10][C:6]3[CH:5]=[C:4]([CH:9]=[CH:8][CH:7]=3)[C:3]([OH:32])=[O:2])[C:12]2=[O:31])=[CH:20][C:21]=1[C:27]([F:30])([F:29])[F:28])#[N:26], predict the reactants needed to synthesize it. The reactants are: C[O:2][C:3](=[O:32])[C:4]1[CH:9]=[CH:8][CH:7]=[C:6]([CH2:10][N:11]2[CH2:15][C:14]([CH3:17])([CH3:16])[CH:13]([O:18][C:19]3[CH:24]=[CH:23][C:22]([C:25]#[N:26])=[C:21]([C:27]([F:30])([F:29])[F:28])[CH:20]=3)[C:12]2=[O:31])[CH:5]=1.[OH-].[Na+].Cl.